Dataset: NCI-60 drug combinations with 297,098 pairs across 59 cell lines. Task: Regression. Given two drug SMILES strings and cell line genomic features, predict the synergy score measuring deviation from expected non-interaction effect. (1) Drug 1: CCCS(=O)(=O)NC1=C(C(=C(C=C1)F)C(=O)C2=CNC3=C2C=C(C=N3)C4=CC=C(C=C4)Cl)F. Drug 2: CC1CCC2CC(C(=CC=CC=CC(CC(C(=O)C(C(C(=CC(C(=O)CC(OC(=O)C3CCCCN3C(=O)C(=O)C1(O2)O)C(C)CC4CCC(C(C4)OC)OCCO)C)C)O)OC)C)C)C)OC. Cell line: HCT-15. Synergy scores: CSS=15.9, Synergy_ZIP=2.47, Synergy_Bliss=10.2, Synergy_Loewe=-15.5, Synergy_HSA=7.77. (2) Drug 1: COC1=C(C=C2C(=C1)N=CN=C2NC3=CC(=C(C=C3)F)Cl)OCCCN4CCOCC4. Drug 2: CC=C1C(=O)NC(C(=O)OC2CC(=O)NC(C(=O)NC(CSSCCC=C2)C(=O)N1)C(C)C)C(C)C. Cell line: A498. Synergy scores: CSS=69.8, Synergy_ZIP=1.29, Synergy_Bliss=3.69, Synergy_Loewe=7.37, Synergy_HSA=8.29. (3) Drug 1: CC(C1=C(C=CC(=C1Cl)F)Cl)OC2=C(N=CC(=C2)C3=CN(N=C3)C4CCNCC4)N. Drug 2: CC(C)NC(=O)C1=CC=C(C=C1)CNNC.Cl. Cell line: UACC62. Synergy scores: CSS=5.07, Synergy_ZIP=-1.14, Synergy_Bliss=-0.536, Synergy_Loewe=-20.3, Synergy_HSA=-2.18. (4) Drug 1: CNC(=O)C1=CC=CC=C1SC2=CC3=C(C=C2)C(=NN3)C=CC4=CC=CC=N4. Cell line: MCF7. Synergy scores: CSS=15.5, Synergy_ZIP=-0.731, Synergy_Bliss=1.87, Synergy_Loewe=-1.84, Synergy_HSA=2.30. Drug 2: CC12CCC3C(C1CCC2=O)CC(=C)C4=CC(=O)C=CC34C. (5) Drug 1: CC(C)CN1C=NC2=C1C3=CC=CC=C3N=C2N. Drug 2: B(C(CC(C)C)NC(=O)C(CC1=CC=CC=C1)NC(=O)C2=NC=CN=C2)(O)O. Cell line: SK-MEL-28. Synergy scores: CSS=24.9, Synergy_ZIP=-3.01, Synergy_Bliss=-7.31, Synergy_Loewe=-28.7, Synergy_HSA=-8.61. (6) Drug 1: CC1=C(C=C(C=C1)NC(=O)C2=CC=C(C=C2)CN3CCN(CC3)C)NC4=NC=CC(=N4)C5=CN=CC=C5. Drug 2: C1C(C(OC1N2C=NC(=NC2=O)N)CO)O. Cell line: SK-MEL-2. Synergy scores: CSS=16.4, Synergy_ZIP=-5.77, Synergy_Bliss=-6.54, Synergy_Loewe=-6.93, Synergy_HSA=-3.45. (7) Drug 1: COC1=C(C=C2C(=C1)N=CN=C2NC3=CC(=C(C=C3)F)Cl)OCCCN4CCOCC4. Drug 2: CC1OCC2C(O1)C(C(C(O2)OC3C4COC(=O)C4C(C5=CC6=C(C=C35)OCO6)C7=CC(=C(C(=C7)OC)O)OC)O)O. Cell line: K-562. Synergy scores: CSS=60.3, Synergy_ZIP=11.9, Synergy_Bliss=10.6, Synergy_Loewe=12.2, Synergy_HSA=15.3.